Regression. Given a peptide amino acid sequence and an MHC pseudo amino acid sequence, predict their binding affinity value. This is MHC class I binding data. From a dataset of Peptide-MHC class I binding affinity with 185,985 pairs from IEDB/IMGT. The peptide sequence is ISKKAKGWF. The MHC is HLA-A29:02 with pseudo-sequence HLA-A29:02. The binding affinity (normalized) is 0.00825.